The task is: Regression. Given two drug SMILES strings and cell line genomic features, predict the synergy score measuring deviation from expected non-interaction effect.. This data is from NCI-60 drug combinations with 297,098 pairs across 59 cell lines. (1) Drug 1: CC12CCC(CC1=CCC3C2CCC4(C3CC=C4C5=CN=CC=C5)C)O. Drug 2: CS(=O)(=O)CCNCC1=CC=C(O1)C2=CC3=C(C=C2)N=CN=C3NC4=CC(=C(C=C4)OCC5=CC(=CC=C5)F)Cl. Cell line: HCT-15. Synergy scores: CSS=1.61, Synergy_ZIP=-1.43, Synergy_Bliss=0.619, Synergy_Loewe=-2.84, Synergy_HSA=-2.63. (2) Drug 1: C1=C(C(=O)NC(=O)N1)F. Drug 2: C1=CC=C(C=C1)NC(=O)CCCCCCC(=O)NO. Cell line: ACHN. Synergy scores: CSS=42.9, Synergy_ZIP=0.921, Synergy_Bliss=0.404, Synergy_Loewe=2.12, Synergy_HSA=2.64. (3) Drug 1: C1=NC2=C(N=C(N=C2N1C3C(C(C(O3)CO)O)O)F)N. Drug 2: COC1=NC(=NC2=C1N=CN2C3C(C(C(O3)CO)O)O)N. Cell line: OVCAR-4. Synergy scores: CSS=3.22, Synergy_ZIP=0.810, Synergy_Bliss=1.75, Synergy_Loewe=-0.747, Synergy_HSA=-0.744. (4) Drug 1: CCC1=C2N=C(C=C(N2N=C1)NCC3=C[N+](=CC=C3)[O-])N4CCCCC4CCO. Drug 2: CN1C=C(C=N1)C2=C3N=C(C(=C(N3N=C2)N)Br)C4CCCNC4. Cell line: NCI-H460. Synergy scores: CSS=64.6, Synergy_ZIP=0.896, Synergy_Bliss=2.72, Synergy_Loewe=0.921, Synergy_HSA=4.45. (5) Drug 1: CC1OCC2C(O1)C(C(C(O2)OC3C4COC(=O)C4C(C5=CC6=C(C=C35)OCO6)C7=CC(=C(C(=C7)OC)O)OC)O)O. Drug 2: C1CC(C1)(C(=O)O)C(=O)O.[NH2-].[NH2-].[Pt+2]. Cell line: HOP-62. Synergy scores: CSS=38.1, Synergy_ZIP=-0.246, Synergy_Bliss=-0.0903, Synergy_Loewe=1.75, Synergy_HSA=3.07. (6) Drug 1: C1=NC2=C(N1)C(=S)N=C(N2)N. Drug 2: C1CNP(=O)(OC1)N(CCCl)CCCl. Cell line: RXF 393. Synergy scores: CSS=2.49, Synergy_ZIP=-1.69, Synergy_Bliss=-0.538, Synergy_Loewe=-18.7, Synergy_HSA=-3.63. (7) Drug 1: C1=CC(=CC=C1CCC2=CNC3=C2C(=O)NC(=N3)N)C(=O)NC(CCC(=O)O)C(=O)O. Drug 2: CC1CCC2CC(C(=CC=CC=CC(CC(C(=O)C(C(C(=CC(C(=O)CC(OC(=O)C3CCCCN3C(=O)C(=O)C1(O2)O)C(C)CC4CCC(C(C4)OC)O)C)C)O)OC)C)C)C)OC. Cell line: A498. Synergy scores: CSS=27.1, Synergy_ZIP=-11.6, Synergy_Bliss=-7.60, Synergy_Loewe=0.0379, Synergy_HSA=1.80.